Predict the reaction yield, written as a fraction of the theoretical maximum amount of product (1.0 means a 100% yield; for example, 0.34 means a 34% yield). From a dataset of Reaction yield outcomes from USPTO patents with 853,638 reactions. (1) The reactants are Cl[C:2]1[N:7]=[CH:6][N:5]=[C:4]([O:8][C:9]2[CH:14]=[CH:13][C:12]([NH:15][C:16]([NH:18][C:19]3[CH:24]=[CH:23][CH:22]=[CH:21][CH:20]=3)=[O:17])=[CH:11][CH:10]=2)[CH:3]=1.[F:25][C:26]1[CH:27]=[C:28]([CH:30]=[CH:31][CH:32]=1)[NH2:29].O. The catalyst is CN1CCCC1=O.C(OCC)(=O)C.CCCCCC. The product is [F:25][C:26]1[CH:27]=[C:28]([NH:29][C:2]2[N:7]=[CH:6][N:5]=[C:4]([O:8][C:9]3[CH:14]=[CH:13][C:12]([NH:15][C:16]([NH:18][C:19]4[CH:24]=[CH:23][CH:22]=[CH:21][CH:20]=4)=[O:17])=[CH:11][CH:10]=3)[CH:3]=2)[CH:30]=[CH:31][CH:32]=1. The yield is 0.520. (2) The reactants are FC(F)(F)S(O[C:7]1[C:11]([CH3:12])=[C:10]([NH2:13])[N:9]([C:14]2[CH:19]=[CH:18][CH:17]=[CH:16][CH:15]=2)[N:8]=1)(=O)=O.[CH3:22][O:23][C:24]1[N:29]=[CH:28][C:27](B(O)O)=[CH:26][N:25]=1.C([O-])([O-])=O.[K+].[K+].O. The catalyst is C1(C)C=CC=CC=1.C1C=CC([P]([Pd]([P](C2C=CC=CC=2)(C2C=CC=CC=2)C2C=CC=CC=2)([P](C2C=CC=CC=2)(C2C=CC=CC=2)C2C=CC=CC=2)[P](C2C=CC=CC=2)(C2C=CC=CC=2)C2C=CC=CC=2)(C2C=CC=CC=2)C2C=CC=CC=2)=CC=1.CCO. The product is [CH3:22][O:23][C:24]1[N:29]=[CH:28][C:27]([C:7]2[C:11]([CH3:12])=[C:10]([NH2:13])[N:9]([C:14]3[CH:19]=[CH:18][CH:17]=[CH:16][CH:15]=3)[N:8]=2)=[CH:26][N:25]=1. The yield is 0.790. (3) The reactants are [CH2:1]([N:4]1[C:12]2C(Cl)=NC=[N:8][C:7]=2[CH:6]=[CH:5]1)[CH:2]=[CH2:3].[H-].[Na+].CI.[CH3:18][N:19]([CH:21]=[O:22])[CH3:20]. The catalyst is O. The product is [CH2:1]([N:4]1[C:12]2[C:21](=[O:22])[N:19]([CH3:20])[CH:18]=[N:8][C:7]=2[CH:6]=[CH:5]1)[CH:2]=[CH2:3]. The yield is 0.640. (4) The reactants are [NH2:1][C:2]1[CH:7]=[CH:6][CH:5]=[CH:4][CH:3]=1.O.C1(C)C=CC(S(O)(=O)=O)=CC=1.[CH3:20][O:21][C:22]1[CH:27]=[CH:26][C:25]([N:28]2[CH2:33][CH2:32][N:31]([C:34]3[C:35]([CH3:48])=[C:36]([CH3:47])[C:37]4[O:41][C:40]([CH3:43])([CH3:42])[CH:39](O)[C:38]=4[C:45]=3[CH3:46])[CH2:30][CH2:29]2)=[CH:24][CH:23]=1.CCCCCC.C(OCC)(=O)C. The catalyst is CO. The product is [C:2]1([NH:1][CH:39]2[C:38]3[C:45]([CH3:46])=[C:34]([N:31]4[CH2:30][CH2:29][N:28]([C:25]5[CH:24]=[CH:23][C:22]([O:21][CH3:20])=[CH:27][CH:26]=5)[CH2:33][CH2:32]4)[C:35]([CH3:48])=[C:36]([CH3:47])[C:37]=3[O:41][C:40]2([CH3:43])[CH3:42])[CH:7]=[CH:6][CH:5]=[CH:4][CH:3]=1. The yield is 0.870. (5) The reactants are Br[CH2:2][C:3]([C:5]1[C:10]([O:11][CH3:12])=[CH:9][CH:8]=[C:7]([Br:13])[C:6]=1[O:14][Si](C(C)(C)C)(C)C)=[O:4].[F-].C([N+](CCCC)(CCCC)CCCC)CCC. The catalyst is O1CCCC1. The product is [Br:13][C:7]1[C:6]2[O:14][CH2:2][C:3](=[O:4])[C:5]=2[C:10]([O:11][CH3:12])=[CH:9][CH:8]=1. The yield is 0.0930. (6) The reactants are Br[C:2]1[CH:3]=[C:4]2[C:8](=[CH:9][CH:10]=1)[NH:7][C:6](=[O:11])[C:5]12[CH2:16][CH2:15][CH2:14][CH2:13][CH2:12]1.B([C:20]1[N:21]([C:25]([O:27][C:28]([CH3:31])([CH3:30])[CH3:29])=[O:26])[CH:22]=[CH:23][CH:24]=1)(O)O.C([O-])([O-])=O.[K+].[K+]. The catalyst is O.C1C=CC([P]([Pd]([P](C2C=CC=CC=2)(C2C=CC=CC=2)C2C=CC=CC=2)([P](C2C=CC=CC=2)(C2C=CC=CC=2)C2C=CC=CC=2)[P](C2C=CC=CC=2)(C2C=CC=CC=2)C2C=CC=CC=2)(C2C=CC=CC=2)C2C=CC=CC=2)=CC=1. The product is [O:11]=[C:6]1[C:5]2([CH2:16][CH2:15][CH2:14][CH2:13][CH2:12]2)[C:4]2[C:8](=[CH:9][CH:10]=[C:2]([C:20]3[N:21]([C:25]([O:27][C:28]([CH3:31])([CH3:30])[CH3:29])=[O:26])[CH:22]=[CH:23][CH:24]=3)[CH:3]=2)[NH:7]1. The yield is 0.760. (7) The reactants are C[O:2][C:3]1[CH:8]=[CH:7][C:6]([C:9]2[O:13][C:12]([C:14]3[CH:19]=[CH:18][N:17]=[CH:16][CH:15]=3)=[C:11]([C:20]3[CH:21]=[C:22]4[C:26](=[CH:27][CH:28]=3)[C:25](=[O:29])[CH2:24][CH2:23]4)[CH:10]=2)=[CH:5][CH:4]=1.B(Br)(Br)Br.C(=O)(O)[O-].[Na+]. The catalyst is ClCCl. The product is [OH:2][C:3]1[CH:4]=[CH:5][C:6]([C:9]2[O:13][C:12]([C:14]3[CH:15]=[CH:16][N:17]=[CH:18][CH:19]=3)=[C:11]([C:20]3[CH:21]=[C:22]4[C:26](=[CH:27][CH:28]=3)[C:25](=[O:29])[CH2:24][CH2:23]4)[CH:10]=2)=[CH:7][CH:8]=1. The yield is 0.700. (8) The reactants are COC(=O)[O:4][C:5]1[CH:10]=[C:9]([N+:11]([O-:13])=[O:12])[C:8]([C:14]([CH3:17])([CH3:16])[CH3:15])=[CH:7][C:6]=1[C:18]([CH3:21])([CH3:20])[CH3:19].COC(=O)OC1C([N+]([O-])=O)=CC(C(C)(C)C)=CC=1C(C)(C)C.[OH-].[K+].Cl. The catalyst is CO. The product is [C:18]([C:6]1[CH:7]=[C:8]([C:14]([CH3:16])([CH3:15])[CH3:17])[C:9]([N+:11]([O-:13])=[O:12])=[CH:10][C:5]=1[OH:4])([CH3:19])([CH3:20])[CH3:21]. The yield is 0.290. (9) The reactants are [C:1]([C:3]1[CH:4]=[C:5]([OH:9])[CH:6]=[CH:7][CH:8]=1)#[CH:2].Br[CH2:11][CH2:12][C:13]1[CH:18]=[CH:17][CH:16]=[CH:15][CH:14]=1.C([O-])([O-])=O.[Cs+].[Cs+].[Na+].[I-]. The catalyst is CC(C)=O.O. The product is [C:1]([C:3]1[CH:8]=[CH:7][CH:6]=[C:5]([O:9][CH2:11][CH2:12][C:13]2[CH:18]=[CH:17][CH:16]=[CH:15][CH:14]=2)[CH:4]=1)#[CH:2]. The yield is 0.210.